This data is from Full USPTO retrosynthesis dataset with 1.9M reactions from patents (1976-2016). The task is: Predict the reactants needed to synthesize the given product. Given the product [C:38]([O:37][C:36]([N:35]([CH2:43][C@@H:44]1[C@@H:48]([C:49]2[CH:50]=[CH:51][CH:52]=[CH:53][CH:54]=2)[CH2:47][N:46]([C:60]([C:59]2[CH:63]=[CH:64][C:56]([C:55]([O:66][CH3:67])=[O:65])=[CH:57][CH:58]=2)=[O:61])[CH2:45]1)[C@@H:33]([C:23]1[C:32]2[C:27](=[CH:28][CH:29]=[CH:30][CH:31]=2)[CH:26]=[CH:25][CH:24]=1)[CH3:34])=[O:42])([CH3:40])([CH3:41])[CH3:39], predict the reactants needed to synthesize it. The reactants are: CCN=C=NCCCN(C)C.Cl.C1C=CC2N(O)N=NC=2C=1.[C:23]1([C@H:33]([N:35]([CH2:43][C@@H:44]2[C@@H:48]([C:49]3[CH:54]=[CH:53][CH:52]=[CH:51][CH:50]=3)[CH2:47][NH:46][CH2:45]2)[C:36](=[O:42])[O:37][C:38]([CH3:41])([CH3:40])[CH3:39])[CH3:34])[C:32]2[C:27](=[CH:28][CH:29]=[CH:30][CH:31]=2)[CH:26]=[CH:25][CH:24]=1.[C:55]([O:66][CH3:67])(=[O:65])[C:56]1[CH:64]=[CH:63][C:59]([C:60]([O-])=[O:61])=[CH:58][CH:57]=1.